Dataset: Reaction yield outcomes from USPTO patents with 853,638 reactions. Task: Predict the reaction yield, written as a fraction of the theoretical maximum amount of product (1.0 means a 100% yield; for example, 0.34 means a 34% yield). (1) The yield is 0.520. The reactants are [CH3:1][O:2][C:3]1[CH:4]=[C:5]2[C:10](=[CH:11][C:12]=1[O:13][CH3:14])[N:9]=[CH:8][N:7]=[C:6]2[O:15][C:16]1[CH:22]=[CH:21][C:19]([NH2:20])=[C:18]([O:23][CH3:24])[CH:17]=1.Cl[C:26](Cl)([O:28]C(=O)OC(Cl)(Cl)Cl)Cl.[CH3:37][CH2:38][CH:39]([OH:43])[CH2:40][C:41]#[CH:42].C(=O)(O)[O-].[Na+]. The product is [CH3:1][O:2][C:3]1[CH:4]=[C:5]2[C:10](=[CH:11][C:12]=1[O:13][CH3:14])[N:9]=[CH:8][N:7]=[C:6]2[O:15][C:16]1[CH:22]=[CH:21][C:19]([NH:20][C:26](=[O:28])[O:43][CH:39]([CH2:38][CH3:37])[CH2:40][C:41]#[CH:42])=[C:18]([O:23][CH3:24])[CH:17]=1. The catalyst is C(Cl)Cl.C(N(CC)CC)C.C1(C)C=CC=CC=1. (2) The reactants are [NH2:1][C:2]1[CH:7]=[CH:6][CH:5]=[CH:4][C:3]=1[S:8]([N:11]([CH3:13])[CH3:12])(=[O:10])=[O:9].[H-].[Na+].[Cl:16][C:17]1[N:22]=[C:21](Cl)[C:20]([Cl:24])=[CH:19][N:18]=1. The catalyst is CN(C)C=O. The product is [Cl:16][C:17]1[N:22]=[C:21]([NH:1][C:2]2[CH:7]=[CH:6][CH:5]=[CH:4][C:3]=2[S:8]([N:11]([CH3:13])[CH3:12])(=[O:10])=[O:9])[C:20]([Cl:24])=[CH:19][N:18]=1. The yield is 0.520. (3) The reactants are F[C:2]1[CH:9]=[CH:8][CH:7]=[CH:6][C:3]=1[CH:4]=[O:5].C(=O)([O-])[O-].[K+].[K+].[CH3:16][C:17]([SH:20])([CH3:19])[CH3:18]. The catalyst is CN(C=O)C. The product is [C:17]([S:20][C:2]1[CH:9]=[CH:8][CH:7]=[CH:6][C:3]=1[CH:4]=[O:5])([CH3:19])([CH3:18])[CH3:16]. The yield is 0.400. (4) The reactants are [CH3:1][C:2]1[CH:11]=[CH:10][C:9]2[CH2:8][CH2:7][CH2:6][CH:5]([NH:12]C(=O)C)[C:4]=2[N:3]=1.[OH-].[Na+]. The catalyst is Cl. The product is [CH3:1][C:2]1[CH:11]=[CH:10][C:9]2[CH2:8][CH2:7][CH2:6][CH:5]([NH2:12])[C:4]=2[N:3]=1. The yield is 0.990. (5) The reactants are [Br:1][C:2]1[CH:15]=[CH:14][CH:13]=[CH:12][C:3]=1[NH:4][C:5]([O:7][C:8]([CH3:11])([CH3:10])[CH3:9])=[O:6].[H-].[Na+].[Cl:18][CH:19]=[CH:20][CH2:21]Cl. The catalyst is CN(C=O)C. The product is [Br:1][C:2]1[CH:15]=[CH:14][CH:13]=[CH:12][C:3]=1[N:4]([C:5]([O:7][C:8]([CH3:11])([CH3:10])[CH3:9])=[O:6])[CH2:21][CH:20]=[CH:19][Cl:18]. The yield is 0.890. (6) The reactants are [F:1][C:2]1[C:11]([CH2:12][NH2:13])=[C:10]([F:14])[CH:9]=[C:8]2[C:3]=1[CH:4]=[CH:5][CH:6]=[N:7]2.Br[C:16]1[C:17]([NH2:23])=[N:18][CH:19]=[C:20]([Br:22])[N:21]=1.C(N(CC)CC)C. The catalyst is CC#N. The product is [Br:22][C:20]1[N:21]=[C:16]([NH:13][CH2:12][C:11]2[C:2]([F:1])=[C:3]3[C:8](=[CH:9][C:10]=2[F:14])[N:7]=[CH:6][CH:5]=[CH:4]3)[C:17]([NH2:23])=[N:18][CH:19]=1. The yield is 0.430. (7) The reactants are [F:1][C:2]1[CH:27]=[CH:26][C:5]([CH2:6][NH:7][C:8](=[O:25])[C:9]2[CH:14]=[CH:13][CH:12]=[C:11]([C:15]([N:17]3CCS[C:18]3=S)=[O:16])[C:10]=2[O:23][CH3:24])=[CH:4][CH:3]=1.CN. The catalyst is C(Cl)Cl. The product is [F:1][C:2]1[CH:3]=[CH:4][C:5]([CH2:6][NH:7][C:8](=[O:25])[C:9]2[CH:14]=[CH:13][CH:12]=[C:11]([C:15]([NH:17][CH3:18])=[O:16])[C:10]=2[O:23][CH3:24])=[CH:26][CH:27]=1. The yield is 0.760.